This data is from Catalyst prediction with 721,799 reactions and 888 catalyst types from USPTO. The task is: Predict which catalyst facilitates the given reaction. (1) Reactant: [F:1][C:2]1[CH:7]=[CH:6][C:5]([O:8][CH3:9])=[CH:4][C:3]=1[C:10]1[CH:15]=[CH:14][C:13]([SH:16])=[CH:12][C:11]=1[CH2:17][C:18]([CH3:21])([CH3:20])[CH3:19].[CH:22]1([CH:25]([C:32]2[CH:37]=[CH:36][CH:35]=[C:34]([CH2:38]OS(C)(=O)=O)[CH:33]=2)[CH2:26][C:27]([O:29][CH2:30][CH3:31])=[O:28])[CH2:24][CH2:23]1.C(=O)([O-])[O-].[K+].[K+].O. Product: [CH:22]1([CH:25]([C:32]2[CH:37]=[CH:36][CH:35]=[C:34]([CH2:38][S:16][C:13]3[CH:14]=[CH:15][C:10]([C:3]4[CH:4]=[C:5]([O:8][CH3:9])[CH:6]=[CH:7][C:2]=4[F:1])=[C:11]([CH2:17][C:18]([CH3:21])([CH3:20])[CH3:19])[CH:12]=3)[CH:33]=2)[CH2:26][C:27]([O:29][CH2:30][CH3:31])=[O:28])[CH2:24][CH2:23]1. The catalyst class is: 3. (2) Reactant: [Cl:1][CH2:2][C:3]1[O:4][C:5](=[O:9])[O:6][C:7]=1[CH3:8].C(=O)([O-])[O-].[Cs+].[Cs+].C([NH:23][C@H:24]([CH2:30][C:31]1[CH:36]=[CH:35][CH:34]=[CH:33][CH:32]=1)[C@@H:25]([OH:29])[C:26]([OH:28])=[O:27])(OC(C)(C)C)=O.[Na+].[Cl-]. Product: [CH3:8][C:7]1[O:6][C:5](=[O:9])[O:4][C:3]=1[CH2:2][O:28][C:26](=[O:27])[C@H:25]([OH:29])[C@H:24]([NH2:23])[CH2:30][C:31]1[CH:32]=[CH:33][CH:34]=[CH:35][CH:36]=1.[ClH:1]. The catalyst class is: 31. (3) Reactant: Br[C:2]1[CH:26]=[CH:25][C:5]2[N:6]([CH3:24])[C:7]([CH2:9][N:10]3[CH2:15][CH2:14][CH:13]([C:16]4[CH:21]=[CH:20][CH:19]=[CH:18][C:17]=4[O:22][CH3:23])[CH2:12][CH2:11]3)=[N:8][C:4]=2[CH:3]=1.C1(C(C2C=CC=CC=2)=[NH:34])C=CC=CC=1.CC([O-])(C)C.[Na+].C1C=CC(P(C2C(C3C(P(C4C=CC=CC=4)C4C=CC=CC=4)=CC=C4C=3C=CC=C4)=C3C(C=CC=C3)=CC=2)C2C=CC=CC=2)=CC=1. Product: [CH3:23][O:22][C:17]1[CH:18]=[CH:19][CH:20]=[CH:21][C:16]=1[CH:13]1[CH2:14][CH2:15][N:10]([CH2:9][C:7]2[N:6]([CH3:24])[C:5]3[CH:25]=[CH:26][CH:2]=[C:3]([NH2:34])[C:4]=3[N:8]=2)[CH2:11][CH2:12]1. The catalyst class is: 101. (4) Reactant: [OH:1][C:2]1[C:7]([CH2:8][CH2:9][CH3:10])=[CH:6][C:5]([O:11][CH3:12])=[C:4]([O:13][CH3:14])[CH:3]=1.Br[CH2:16][C:17]#[C:18][CH3:19].C(=O)([O-])[O-].[K+].[K+]. Product: [CH2:16]([O:1][C:2]1[C:7]([CH2:8][CH2:9][CH3:10])=[CH:6][C:5]([O:11][CH3:12])=[C:4]([O:13][CH3:14])[CH:3]=1)[C:17]#[C:18][CH3:19]. The catalyst class is: 21. (5) Reactant: [CH3:1][C:2]1[O:3][C:4](=[O:8])[O:5][C:6]=1[CH3:7].[Br:9]N1C(=O)CCC1=O.C(OOC(=O)C1C=CC=CC=1)(=O)C1C=CC=CC=1.C([O-])(O)=O.[Na+]. Product: [Br:9][CH2:1][C:2]1[O:3][C:4](=[O:8])[O:5][C:6]=1[CH3:7]. The catalyst class is: 53.